This data is from Reaction yield outcomes from USPTO patents with 853,638 reactions. The task is: Predict the reaction yield, written as a fraction of the theoretical maximum amount of product (1.0 means a 100% yield; for example, 0.34 means a 34% yield). (1) The reactants are [C:1]([O:4]C1C=C(Cl)C(OC2C=CC(NC(=O)C)=C(Br)C=2)=C(Cl)C=1C)(=[O:3])[CH3:2].C(O[C:30]1[CH:35]=[C:34]([Cl:36])[C:33]([O:37][C:38]2[CH:43]=[CH:42][C:41]([NH:44][C:45](=[O:47])[CH3:46])=[C:40]([C:48]3[CH:53]=[CH:52][CH:51]=[CH:50][CH:49]=3)[CH:39]=2)=[C:32]([Cl:54])[C:31]=1C)(=O)C. No catalyst specified. The product is [Cl:36][C:34]1[CH:35]=[C:30]([CH2:2][C:1]([OH:4])=[O:3])[CH:31]=[C:32]([Cl:54])[C:33]=1[O:37][C:38]1[CH:43]=[CH:42][C:41]([NH:44][C:45](=[O:47])[CH3:46])=[C:40]([C:48]2[CH:49]=[CH:50][CH:51]=[CH:52][CH:53]=2)[CH:39]=1. The yield is 0.950. (2) The reactants are [NH2:1][C:2]1[N:6]([C:7]2[C:12]([Cl:13])=[CH:11][C:10]([C:14]([F:17])([F:16])[F:15])=[CH:9][C:8]=2[Cl:18])[N:5]=C(C(O)=O)[C:3]=1[S:22][C:23]([F:26])([F:25])[F:24].[NH3:27].[O:28]1[CH2:33][CH2:32]OCC1. The product is [NH2:1][C:2]1[N:6]([C:7]2[C:12]([Cl:13])=[CH:11][C:10]([C:14]([F:17])([F:16])[F:15])=[CH:9][C:8]=2[Cl:18])[N:5]=[C:32]([C:33]([NH2:27])=[O:28])[C:3]=1[S:22][C:23]([F:26])([F:25])[F:24]. The yield is 0.980. The catalyst is O. (3) The reactants are [OH:1][CH2:2][CH2:3][O:4][P:5]([CH2:11][C:12]1[CH:17]=[CH:16][C:15]([N+:18]([O-])=O)=[C:14]([O:21][CH3:22])[CH:13]=1)(=[O:10])[O:6][CH2:7][CH2:8][OH:9].[H][H]. The catalyst is CCO.[Pd]. The product is [OH:9][CH2:8][CH2:7][O:6][P:5]([CH2:11][C:12]1[CH:17]=[CH:16][C:15]([NH2:18])=[C:14]([O:21][CH3:22])[CH:13]=1)(=[O:10])[O:4][CH2:3][CH2:2][OH:1]. The yield is 0.820. (4) The reactants are C([N-]C(C)C)(C)C.[Li+].[F:9][C:10]1[CH:15]=[CH:14][CH:13]=[CH:12][N:11]=1.[F:16][C:17]([F:24])([F:23])[C:18](OCC)=[O:19].Cl. The catalyst is C1COCC1. The product is [F:16][C:17]([F:24])([F:23])[C:18]([C:15]1[C:10]([F:9])=[N:11][CH:12]=[CH:13][CH:14]=1)=[O:19]. The yield is 0.900. (5) The reactants are [Br:1][C:2]1[CH:3]=[C:4]([C:8]2([C:14]3[CH:19]=[CH:18][C:17]([O:20][CH:21]([F:23])[F:22])=[C:16]([CH3:24])[CH:15]=3)[CH2:12][O:11]C(=O)[NH:9]2)[CH:5]=[CH:6][CH:7]=1.C(O)C.[OH-].[Li+]. The catalyst is O. The product is [NH2:9][C:8]([C:4]1[CH:5]=[CH:6][CH:7]=[C:2]([Br:1])[CH:3]=1)([C:14]1[CH:19]=[CH:18][C:17]([O:20][CH:21]([F:22])[F:23])=[C:16]([CH3:24])[CH:15]=1)[CH2:12][OH:11]. The yield is 0.930. (6) The reactants are Br[C:2]1[C:3]([F:22])=[CH:4][C:5]2[O:11][CH2:10][CH2:9][N:8]3[C:12]([CH:18]4[CH2:20][CH2:19]4)=[C:13]([C:15]([NH2:17])=[O:16])[N:14]=[C:7]3[C:6]=2[CH:21]=1.[C:23]([C@:25]1([OH:32])[CH2:29][CH2:28][N:27]([CH3:30])[C:26]1=[O:31])#[CH:24]. No catalyst specified. The product is [CH:18]1([C:12]2[N:8]3[CH2:9][CH2:10][O:11][C:5]4[CH:4]=[C:3]([F:22])[C:2]([C:24]#[C:23][C@:25]5([OH:32])[CH2:29][CH2:28][N:27]([CH3:30])[C:26]5=[O:31])=[CH:21][C:6]=4[C:7]3=[N:14][C:13]=2[C:15]([NH2:17])=[O:16])[CH2:20][CH2:19]1. The yield is 0.310. (7) The reactants are [CH:1]1C=CC(P(C2C=CC=CC=2)C2C=CC=CC=2)=CC=1.[CH3:32][CH:31]([O:30][C:28](/[N:27]=[N:27]/[C:28]([O:30][CH:31]([CH3:33])[CH3:32])=[O:29])=[O:29])[CH3:33].[I:34][C:35]1[C:39]([C:40]([O:42][CH2:43][CH3:44])=[O:41])=[C:38]([C:45]([O:47][CH2:48][CH3:49])=[O:46])[NH:37][N:36]=1.[F:50][C:51]([F:64])([F:63])[CH:52](NC(=O)OCCCC)[CH2:53]O. The catalyst is C1COCC1.O. The product is [C:31]([O:30][C:28]([NH:27][CH:52]([C:51]([F:64])([F:63])[F:50])[CH2:53][N:37]1[C:38]([C:45]([O:47][CH2:48][CH3:49])=[O:46])=[C:39]([C:40]([O:42][CH2:43][CH3:44])=[O:41])[C:35]([I:34])=[N:36]1)=[O:29])([CH3:32])([CH3:33])[CH3:1]. The yield is 0.880.